From a dataset of Catalyst prediction with 721,799 reactions and 888 catalyst types from USPTO. Predict which catalyst facilitates the given reaction. (1) The catalyst class is: 9. Product: [Cl:1][C:2]1[C:3]([F:12])=[CH:4][C:5]([O:11][CH2:14][CH3:15])=[C:6]([C:8](=[O:10])[CH3:9])[CH:7]=1. Reactant: [Cl:1][C:2]1[C:3]([F:12])=[CH:4][C:5]([OH:11])=[C:6]([C:8](=[O:10])[CH3:9])[CH:7]=1.I[CH2:14][CH3:15].C(=O)([O-])[O-].[K+].[K+]. (2) Reactant: C1(P(C2C=CC=CC=2)C2C=CC=CC=2)C=CC=CC=1.BrN1C(=O)CCC1=O.[Cl:28][C:29]1[CH:37]=[C:36]2[C:32]([C:33]([C:43]([OH:45])=O)=[CH:34][N:35]2[CH2:38][CH2:39][CH2:40][CH2:41][CH3:42])=[CH:31][CH:30]=1.[NH2:46][C:47]1[S:48][CH:49]=[CH:50][N:51]=1. Product: [S:48]1[CH:49]=[CH:50][N:51]=[C:47]1[NH:46][C:43]([C:33]1[C:32]2[C:36](=[CH:37][C:29]([Cl:28])=[CH:30][CH:31]=2)[N:35]([CH2:38][CH2:39][CH2:40][CH2:41][CH3:42])[CH:34]=1)=[O:45]. The catalyst class is: 2. (3) Reactant: [CH2:1]([C:8]1[O:12][N:11]=[C:10]([C:13]2[C:22](=[O:23])[C:21]3[CH2:20][N:19](C(OCC4C=CC=CC=4)=O)[CH2:18][CH2:17][C:16]=3[N:15]([CH2:34][C:35]3[CH:40]=[CH:39][C:38]([C:41]([F:44])([F:43])[F:42])=[CH:37][C:36]=3[F:45])[CH:14]=2)[N:9]=1)[C:2]1[CH:7]=[CH:6][CH:5]=[CH:4][CH:3]=1. Product: [CH2:1]([C:8]1[O:12][N:11]=[C:10]([C:13]2[C:22](=[O:23])[C:21]3[CH2:20][NH:19][CH2:18][CH2:17][C:16]=3[N:15]([CH2:34][C:35]3[CH:40]=[CH:39][C:38]([C:41]([F:42])([F:44])[F:43])=[CH:37][C:36]=3[F:45])[CH:14]=2)[N:9]=1)[C:2]1[CH:7]=[CH:6][CH:5]=[CH:4][CH:3]=1. The catalyst class is: 844. (4) Reactant: [OH:1][CH2:2][C:3]1[CH:8]=[CH:7][N:6]=[C:5]2[CH:9]=[C:10]([C:12]3[CH:17]=[CH:16][N:15]=[C:14]([NH:18][C:19](=[O:21])[CH3:20])[CH:13]=3)[NH:11][C:4]=12.C1C(=O)N([I:29])C(=O)C1. The catalyst class is: 3. Product: [OH:1][CH2:2][C:3]1[CH:8]=[CH:7][N:6]=[C:5]2[C:9]([I:29])=[C:10]([C:12]3[CH:17]=[CH:16][N:15]=[C:14]([NH:18][C:19](=[O:21])[CH3:20])[CH:13]=3)[NH:11][C:4]=12.